Regression. Given two drug SMILES strings and cell line genomic features, predict the synergy score measuring deviation from expected non-interaction effect. From a dataset of NCI-60 drug combinations with 297,098 pairs across 59 cell lines. (1) Drug 1: CC1=CC=C(C=C1)C2=CC(=NN2C3=CC=C(C=C3)S(=O)(=O)N)C(F)(F)F. Drug 2: C1=NC2=C(N=C(N=C2N1C3C(C(C(O3)CO)O)F)Cl)N. Cell line: HOP-92. Synergy scores: CSS=6.16, Synergy_ZIP=-4.75, Synergy_Bliss=-0.427, Synergy_Loewe=-22.3, Synergy_HSA=-2.89. (2) Drug 1: CC1CCC2CC(C(=CC=CC=CC(CC(C(=O)C(C(C(=CC(C(=O)CC(OC(=O)C3CCCCN3C(=O)C(=O)C1(O2)O)C(C)CC4CCC(C(C4)OC)O)C)C)O)OC)C)C)C)OC. Drug 2: CN(CCCl)CCCl.Cl. Cell line: HOP-92. Synergy scores: CSS=24.7, Synergy_ZIP=-5.71, Synergy_Bliss=-2.18, Synergy_Loewe=1.54, Synergy_HSA=1.56. (3) Drug 1: CC1=C(C=C(C=C1)NC(=O)C2=CC=C(C=C2)CN3CCN(CC3)C)NC4=NC=CC(=N4)C5=CN=CC=C5. Synergy scores: CSS=13.4, Synergy_ZIP=2.58, Synergy_Bliss=3.37, Synergy_Loewe=-17.9, Synergy_HSA=-3.03. Drug 2: CC1=C(C(=O)C2=C(C1=O)N3CC4C(C3(C2COC(=O)N)OC)N4)N. Cell line: NCI/ADR-RES. (4) Drug 1: CC1=C(C=C(C=C1)NC2=NC=CC(=N2)N(C)C3=CC4=NN(C(=C4C=C3)C)C)S(=O)(=O)N.Cl. Drug 2: CCCS(=O)(=O)NC1=C(C(=C(C=C1)F)C(=O)C2=CNC3=C2C=C(C=N3)C4=CC=C(C=C4)Cl)F. Cell line: A549. Synergy scores: CSS=23.5, Synergy_ZIP=6.10, Synergy_Bliss=9.44, Synergy_Loewe=8.55, Synergy_HSA=8.87. (5) Drug 1: CCN(CC)CCCC(C)NC1=C2C=C(C=CC2=NC3=C1C=CC(=C3)Cl)OC. Drug 2: CC1=C(C(=O)C2=C(C1=O)N3CC4C(C3(C2COC(=O)N)OC)N4)N. Cell line: SK-OV-3. Synergy scores: CSS=29.7, Synergy_ZIP=-10.6, Synergy_Bliss=-0.301, Synergy_Loewe=-3.17, Synergy_HSA=1.18. (6) Drug 1: C1CN1P(=S)(N2CC2)N3CC3. Drug 2: CC(C)NC(=O)C1=CC=C(C=C1)CNNC.Cl. Cell line: SK-OV-3. Synergy scores: CSS=4.69, Synergy_ZIP=-1.29, Synergy_Bliss=4.00, Synergy_Loewe=-0.524, Synergy_HSA=2.71. (7) Drug 1: CC12CCC3C(C1CCC2=O)CC(=C)C4=CC(=O)C=CC34C. Drug 2: CC1=C(C(=O)C2=C(C1=O)N3CC4C(C3(C2COC(=O)N)OC)N4)N. Cell line: MDA-MB-435. Synergy scores: CSS=39.0, Synergy_ZIP=-1.77, Synergy_Bliss=2.83, Synergy_Loewe=-2.77, Synergy_HSA=3.59. (8) Drug 1: CC1OCC2C(O1)C(C(C(O2)OC3C4COC(=O)C4C(C5=CC6=C(C=C35)OCO6)C7=CC(=C(C(=C7)OC)O)OC)O)O. Drug 2: CC1CCCC2(C(O2)CC(NC(=O)CC(C(C(=O)C(C1O)C)(C)C)O)C(=CC3=CSC(=N3)C)C)C. Cell line: SF-539. Synergy scores: CSS=9.18, Synergy_ZIP=-5.18, Synergy_Bliss=-3.89, Synergy_Loewe=-4.25, Synergy_HSA=-3.02. (9) Drug 1: C1CC(C1)(C(=O)O)C(=O)O.[NH2-].[NH2-].[Pt+2]. Drug 2: C1CN(P(=O)(OC1)NCCCl)CCCl. Cell line: MCF7. Synergy scores: CSS=2.51, Synergy_ZIP=-2.07, Synergy_Bliss=0.741, Synergy_Loewe=-1.48, Synergy_HSA=0.621. (10) Drug 1: C1=NC2=C(N1)C(=S)N=C(N2)N. Drug 2: CCN(CC)CCNC(=O)C1=C(NC(=C1C)C=C2C3=C(C=CC(=C3)F)NC2=O)C. Cell line: NCI/ADR-RES. Synergy scores: CSS=37.1, Synergy_ZIP=-3.19, Synergy_Bliss=-3.19, Synergy_Loewe=-6.75, Synergy_HSA=-4.29.